Dataset: Forward reaction prediction with 1.9M reactions from USPTO patents (1976-2016). Task: Predict the product of the given reaction. (1) Given the reactants [Cl:1][C:2]1[CH:7]=[C:6]([Cl:8])[CH:5]=[CH:4][C:3]=1[C:9]1[N:10]=[C:11](/[CH:18]=[CH:19]/[C:20]2[CH:25]=[CH:24][C:23]([C:26]3[CH:31]=[CH:30][C:29]([O:32][CH3:33])=[CH:28][CH:27]=3)=[CH:22][CH:21]=2)[N:12]([CH2:14][C:15](O)=[O:16])[CH:13]=1.[CH3:34][O:35][C:36]1[CH:44]=[CH:43][C:39]([CH2:40][CH2:41][NH2:42])=[CH:38][CH:37]=1, predict the reaction product. The product is: [Cl:1][C:2]1[CH:7]=[C:6]([Cl:8])[CH:5]=[CH:4][C:3]=1[C:9]1[N:10]=[C:11](/[CH:18]=[CH:19]/[C:20]2[CH:25]=[CH:24][C:23]([C:26]3[CH:27]=[CH:28][C:29]([O:32][CH3:33])=[CH:30][CH:31]=3)=[CH:22][CH:21]=2)[N:12]([CH2:14][C:15]([NH:42][CH2:41][CH2:40][C:39]2[CH:43]=[CH:44][C:36]([O:35][CH3:34])=[CH:37][CH:38]=2)=[O:16])[CH:13]=1. (2) Given the reactants [NH:1]1[CH:5]=[CH:4][N:3]=[CH:2]1.[N+:6]([C:9]1[CH:16]=[CH:15][C:12]([CH2:13]Br)=[CH:11][CH:10]=1)([O-:8])=[O:7].C([O-])([O-])=O.[K+].[K+].O, predict the reaction product. The product is: [NH:1]1[CH:5]=[CH:4][N:3]=[C:2]1[CH2:13][C:12]1[CH:15]=[CH:16][C:9]([N+:6]([O-:8])=[O:7])=[CH:10][CH:11]=1. (3) Given the reactants Br[C:2]1[N:6]2[CH:7]=[C:8]([CH:21]3[CH2:23][CH2:22]3)[C:9]([CH2:11][O:12][C:13]3[CH:18]=[C:17]([Cl:19])[CH:16]=[C:15]([Cl:20])[CH:14]=3)=[CH:10][C:5]2=[N:4][N:3]=1.[CH:24]1([S:27]([NH2:30])(=[O:29])=[O:28])CC1.CS(N)(=O)=O, predict the reaction product. The product is: [CH:21]1([C:8]2[C:9]([CH2:11][O:12][C:13]3[CH:18]=[C:17]([Cl:19])[CH:16]=[C:15]([Cl:20])[CH:14]=3)=[CH:10][C:5]3[N:6]([C:2]([NH:30][S:27]([CH3:24])(=[O:29])=[O:28])=[N:3][N:4]=3)[CH:7]=2)[CH2:23][CH2:22]1. (4) Given the reactants [F:1][C:2]1[CH:10]=[CH:9][CH:8]=[C:7]([F:11])[C:3]=1[C:4](Cl)=[O:5].[C:12]([O:16][C:17](=[O:39])[CH2:18][N:19]1[C:23]2[CH:24]=[CH:25][C:26]([NH:28][CH2:29][C:30]3[CH:35]=[CH:34][CH:33]=[CH:32][CH:31]=3)=[CH:27][C:22]=2[N:21]=[C:20]1[CH2:36][CH2:37][CH3:38])([CH3:15])([CH3:14])[CH3:13].CCN(C(C)C)C(C)C, predict the reaction product. The product is: [C:12]([O:16][C:17](=[O:39])[CH2:18][N:19]1[C:23]2[CH:24]=[CH:25][C:26]([N:28]([CH2:29][C:30]3[CH:31]=[CH:32][CH:33]=[CH:34][CH:35]=3)[C:4](=[O:5])[C:3]3[C:2]([F:1])=[CH:10][CH:9]=[CH:8][C:7]=3[F:11])=[CH:27][C:22]=2[N:21]=[C:20]1[CH2:36][CH2:37][CH3:38])([CH3:15])([CH3:14])[CH3:13].